From a dataset of Forward reaction prediction with 1.9M reactions from USPTO patents (1976-2016). Predict the product of the given reaction. (1) Given the reactants [F:1][C:2]1[CH:9]=[CH:8][C:5]([C:6]#[N:7])=[CH:4][CH:3]=1.[CH:10]1[C:19]2[C:14](=[CH:15][CH:16]=[CH:17][CH:18]=2)[CH:13]=[CH:12][C:11]=1[CH:20]=[O:21].C([N-]C(C)C)(C)C.[Li+], predict the reaction product. The product is: [F:1][C:2]1[CH:9]=[CH:8][C:5]([C:6]#[N:7])=[CH:4][C:3]=1[CH:20]([OH:21])[C:11]1[CH:12]=[CH:13][C:14]2[C:19](=[CH:18][CH:17]=[CH:16][CH:15]=2)[CH:10]=1. (2) Given the reactants [C:1]([C:4]1[CH:5]=[CH:6][C:7]2[N:11]=[C:10]([CH3:12])[N:9]([CH2:13][C:14]3[CH:19]=[CH:18][CH:17]=[CH:16][C:15]=3[Cl:20])[C:8]=2[CH:21]=1)([OH:3])=O.[C:22]1([S:28]([NH2:31])(=[O:30])=[O:29])[CH:27]=[CH:26][CH:25]=[CH:24][CH:23]=1.C1(C2CCCCCCCCCC=2)CCCCCCCCNN=1, predict the reaction product. The product is: [C:22]1([S:28]([NH:31][C:1]([C:4]2[CH:5]=[CH:6][C:7]3[N:11]=[C:10]([CH3:12])[N:9]([CH2:13][C:14]4[CH:19]=[CH:18][CH:17]=[CH:16][C:15]=4[Cl:20])[C:8]=3[CH:21]=2)=[O:3])(=[O:30])=[O:29])[CH:27]=[CH:26][CH:25]=[CH:24][CH:23]=1. (3) Given the reactants [Si:1]([O:8][C:9]1[CH:14]=[CH:13][C:12]([C:15](=[O:37])[CH2:16][C:17](=[O:36])/[CH:18]=[CH:19]/[C:20]2[CH:25]=[CH:24][C:23]([O:26][Si:27]([C:30]([CH3:33])([CH3:32])[CH3:31])([CH3:29])[CH3:28])=[C:22]([O:34][CH3:35])[CH:21]=2)=[CH:11][C:10]=1[O:38][CH3:39])([C:4]([CH3:7])([CH3:6])[CH3:5])([CH3:3])[CH3:2].[Na].[CH3:41]I, predict the reaction product. The product is: [Si:1]([O:8][C:9]1[CH:14]=[CH:13][C:12]([C:15](=[O:37])[CH:16]([CH3:41])[C:17](=[O:36])[CH:18]=[CH:19][C:20]2[CH:25]=[CH:24][C:23]([O:26][Si:27]([C:30]([CH3:31])([CH3:32])[CH3:33])([CH3:28])[CH3:29])=[C:22]([O:34][CH3:35])[CH:21]=2)=[CH:11][C:10]=1[O:38][CH3:39])([C:4]([CH3:5])([CH3:7])[CH3:6])([CH3:3])[CH3:2].